Dataset: Reaction yield outcomes from USPTO patents with 853,638 reactions. Task: Predict the reaction yield, written as a fraction of the theoretical maximum amount of product (1.0 means a 100% yield; for example, 0.34 means a 34% yield). (1) The reactants are [NH2:1][C:2]1[N:3]=[C:4]([CH3:28])[C:5]2=[C:6]([CH2:8][C@H:9]([C:20]3[CH:25]=[CH:24][C:23]([F:26])=[CH:22][C:21]=3[Br:27])[NH:10]/[C:11]/2=[N:12]\[O:13][CH:14]2[CH2:18][CH2:17][O:16][C:15]2=[O:19])[N:7]=1.[CH3:29][NH:30][CH3:31]. The catalyst is C1COCC1. The product is [NH2:1][C:2]1[N:3]=[C:4]([CH3:28])[C:5]2=[C:6]([CH2:8][C@H:9]([C:20]3[CH:25]=[CH:24][C:23]([F:26])=[CH:22][C:21]=3[Br:27])[NH:10]/[C:11]/2=[N:12]\[O:13][CH:14]([CH2:18][CH2:17][OH:16])[C:15]([N:30]([CH3:31])[CH3:29])=[O:19])[N:7]=1. The yield is 0.240. (2) The reactants are [N:1]1[CH:6]=[CH:5][C:4]([NH2:7])=[CH:3][C:2]=1[NH2:8].[Br:9][CH2:10][C:11]([C:13]1[CH:18]=[CH:17][C:16]([OH:19])=[CH:15][CH:14]=1)=O. The catalyst is CC(C)=O. The product is [BrH:9].[NH2:7][C:4]1[CH:5]=[CH:6][N:1]2[CH:10]=[C:11]([C:13]3[CH:18]=[CH:17][C:16]([OH:19])=[CH:15][CH:14]=3)[N:8]=[C:2]2[CH:3]=1. The yield is 0.180.